Dataset: Full USPTO retrosynthesis dataset with 1.9M reactions from patents (1976-2016). Task: Predict the reactants needed to synthesize the given product. (1) The reactants are: [NH2:1][C:2]1[C:11]([O:12][CH3:13])=[C:10]([CH3:14])[CH:9]=[CH:8][C:3]=1[C:4]([O:6]C)=O.[NH2:15][C:16](N)=[O:17]. Given the product [CH3:13][O:12][C:11]1[C:10]([CH3:14])=[CH:9][CH:8]=[C:3]2[C:2]=1[N:1]=[C:16]([OH:17])[N:15]=[C:4]2[OH:6], predict the reactants needed to synthesize it. (2) The reactants are: [CH3:1][N:2]([CH2:4][C:5]1[CH:22]=[CH:21][C:8]([O:9][CH:10]2[CH2:13][N:12](C(OC(C)(C)C)=O)[CH2:11]2)=[CH:7][C:6]=1C)[CH3:3].N1CC(OC2C=CC([CH2:35][N:36]([CH3:38])[CH3:37])=C(C)C=2)C1.CN1CCNCC1.[Cl:47]C1C=C(O)C=CC=1C=O. Given the product [NH:12]1[CH2:11][CH:10]([O:9][C:8]2[CH:21]=[CH:22][C:5]([CH2:4][N:2]3[CH2:1][CH2:37][N:36]([CH3:38])[CH2:35][CH2:3]3)=[C:6]([Cl:47])[CH:7]=2)[CH2:13]1, predict the reactants needed to synthesize it. (3) Given the product [N:8]1[CH:9]=[C:10]([C:17](=[O:18])[CH:19]([NH:26][C:27]2[CH:32]=[CH:31][CH:30]=[C:29]([O:33][CH3:34])[CH:28]=2)[C:20]2[CH:21]=[CH:22][CH:23]=[CH:24][CH:25]=2)[N:11]2[CH:16]=[CH:15][CH:14]=[CH:13][C:12]=12, predict the reactants needed to synthesize it. The reactants are: C(N(CC)CC)C.[N:8]1[CH:9]=[C:10]([CH:17]=[O:18])[N:11]2[CH:16]=[CH:15][CH:14]=[CH:13][C:12]=12.[CH:19](=[N:26][C:27]1[CH:32]=[CH:31][CH:30]=[C:29]([O:33][CH3:34])[CH:28]=1)[C:20]1[CH:25]=[CH:24][CH:23]=[CH:22][CH:21]=1. (4) Given the product [F:1][C:2]1[CH:7]=[CH:6][C:5]([CH:8]2[N:12]([S:13]([C:16]3[CH:21]=[CH:20][C:19]([CH3:22])=[CH:18][CH:17]=3)(=[O:15])=[O:14])[CH:11]([CH2:23][CH2:24][C:25]3[N:29]([CH3:30])[CH:28]=[CH:27][N:26]=3)[CH2:10][CH2:9]2)=[CH:4][CH:3]=1, predict the reactants needed to synthesize it. The reactants are: [F:1][C:2]1[CH:7]=[CH:6][C:5]([CH:8]2[N:12]([S:13]([C:16]3[CH:21]=[CH:20][C:19]([CH3:22])=[CH:18][CH:17]=3)(=[O:15])=[O:14])[CH:11]([CH2:23][CH2:24][C:25]3[NH:26][CH:27]=[CH:28][N:29]=3)[CH2:10][CH2:9]2)=[CH:4][CH:3]=1.[CH3:30]I.[H-].[Na+]. (5) Given the product [CH3:34][S:35][C:36]1[CH:37]=[CH:38][C:39]([NH:10]/[C:9](/[NH:8][C:6](=[O:7])[O:5][C:2]([CH3:1])([CH3:3])[CH3:4])=[N:18]/[C:19](=[O:25])[O:20][C:21]([CH3:22])([CH3:23])[CH3:24])=[N:40][CH:41]=1, predict the reactants needed to synthesize it. The reactants are: [CH3:1][C:2]([O:5][C:6]([NH:8][C:9]([NH:18][C:19](=[O:25])[O:20][C:21]([CH3:24])([CH3:23])[CH3:22])=[N:10]S(C(F)(F)F)(=O)=O)=[O:7])([CH3:4])[CH3:3].C(N(CC)CC)C.Cl.[CH3:34][S:35][C:36]1[CH:37]=[CH:38][C:39](N)=[N:40][CH:41]=1.